This data is from Forward reaction prediction with 1.9M reactions from USPTO patents (1976-2016). The task is: Predict the product of the given reaction. (1) Given the reactants [CH3:1][C:2]1([C:5]#[C:6][C:7]2[S:11][C:10]([C:12]([O:14][CH3:15])=[O:13])=[C:9]([NH:16][CH2:17][C:18]([N:20]3[CH2:25][CH2:24][O:23][CH2:22][CH2:21]3)=[O:19])[CH:8]=2)[CH2:4][CH2:3]1.CCN(CC)CC.[CH3:33][C@H:34]1[CH2:39][CH2:38][C@H:37]([C:40](Cl)=[O:41])[CH2:36][CH2:35]1, predict the reaction product. The product is: [CH3:33][C@H:34]1[CH2:39][CH2:38][C@H:37]([C:40]([N:16]([CH2:17][C:18]([N:20]2[CH2:25][CH2:24][O:23][CH2:22][CH2:21]2)=[O:19])[C:9]2[CH:8]=[C:7]([C:6]#[C:5][C:2]3([CH3:1])[CH2:3][CH2:4]3)[S:11][C:10]=2[C:12]([O:14][CH3:15])=[O:13])=[O:41])[CH2:36][CH2:35]1. (2) Given the reactants C([Si](C)(C)[O:6][C:7]1[CH:12]=[CH:11][C:10]([C:13]2[C:17]([C:18]3[CH:23]=[CH:22][CH:21]=[CH:20][CH:19]=3)=[C:16]([C:24]3([CH:27]([OH:30])[CH2:28][CH3:29])[CH2:26][CH2:25]3)[O:15][N:14]=2)=[CH:9][CH:8]=1)(C)(C)C.O.[F-].C([N+](CCCC)(CCCC)CCCC)CCC.[Cl-].[NH4+].C(OCC)(=O)C, predict the reaction product. The product is: [OH:30][CH:27]([C:24]1([C:16]2[O:15][N:14]=[C:13]([C:10]3[CH:9]=[CH:8][C:7]([OH:6])=[CH:12][CH:11]=3)[C:17]=2[C:18]2[CH:23]=[CH:22][CH:21]=[CH:20][CH:19]=2)[CH2:26][CH2:25]1)[CH2:28][CH3:29].